This data is from NCI-60 drug combinations with 297,098 pairs across 59 cell lines. The task is: Regression. Given two drug SMILES strings and cell line genomic features, predict the synergy score measuring deviation from expected non-interaction effect. Drug 1: C1=CC(=C2C(=C1NCCNCCO)C(=O)C3=C(C=CC(=C3C2=O)O)O)NCCNCCO. Drug 2: CC12CCC3C(C1CCC2OP(=O)(O)O)CCC4=C3C=CC(=C4)OC(=O)N(CCCl)CCCl.[Na+]. Cell line: SF-268. Synergy scores: CSS=30.9, Synergy_ZIP=1.01, Synergy_Bliss=-3.73, Synergy_Loewe=-25.5, Synergy_HSA=-2.66.